From a dataset of Full USPTO retrosynthesis dataset with 1.9M reactions from patents (1976-2016). Predict the reactants needed to synthesize the given product. (1) Given the product [CH3:22][O:17][CH2:18][CH2:19][NH:1][C:2]1[CH:16]=[CH:15][C:5]([C:6]([C:8]2[CH:13]=[CH:12][C:11]([NH:14][C:27](=[O:29])[C:26]3[CH:25]=[CH:24][C:23]([N:20]4[CH2:19][CH2:18][O:17][CH2:22][CH2:21]4)=[CH:31][CH:30]=3)=[CH:10][CH:9]=2)=[O:7])=[CH:4][CH:3]=1, predict the reactants needed to synthesize it. The reactants are: [NH2:1][C:2]1[CH:16]=[CH:15][C:5]([C:6]([C:8]2[CH:13]=[CH:12][C:11]([NH2:14])=[CH:10][CH:9]=2)=[O:7])=[CH:4][CH:3]=1.[O:17]1[CH2:22][CH2:21][N:20]([C:23]2[CH:31]=[CH:30][C:26]([C:27]([O-:29])=O)=[CH:25][CH:24]=2)[CH2:19][CH2:18]1. (2) Given the product [Cl:1][C:2]1[CH:19]=[CH:18][C:17]([C:20]2[N:21]=[CH:22][N:23]([CH2:29][CH:27]([OH:28])[CH2:26][F:25])[CH:24]=2)=[CH:16][C:3]=1[C:4]([NH:6][CH2:7][C:8]1([OH:15])[CH2:14][CH2:13][CH2:12][CH2:11][CH2:10][CH2:9]1)=[O:5], predict the reactants needed to synthesize it. The reactants are: [Cl:1][C:2]1[CH:19]=[CH:18][C:17]([C:20]2[N:21]=[CH:22][NH:23][CH:24]=2)=[CH:16][C:3]=1[C:4]([NH:6][CH2:7][C:8]1([OH:15])[CH2:14][CH2:13][CH2:12][CH2:11][CH2:10][CH2:9]1)=[O:5].[F:25][CH2:26][CH:27]1[CH2:29][O:28]1. (3) Given the product [CH3:2][N:3]([CH3:19])[C:4]1([C:14]2[S:15][CH:16]=[CH:17][CH:18]=2)[CH2:13][CH2:12][C:7](=[O:8])[CH2:6][CH2:5]1, predict the reactants needed to synthesize it. The reactants are: Cl.[CH3:2][N:3]([CH3:19])[C:4]1([C:14]2[S:15][CH:16]=[CH:17][CH:18]=2)[CH2:13][CH2:12][C:7]2(OCC[O:8]2)[CH2:6][CH2:5]1. (4) Given the product [F:14][C:13]([F:16])([F:15])[C:10]([CH2:12][NH:37][C:24]1[N:23]=[C:22]([CH3:21])[N:27]=[C:26]2[N:28]([C:31]3[CH:32]=[CH:33][CH:34]=[CH:35][CH:36]=3)[N:29]=[CH:30][C:25]=12)([OH:11])[CH2:9][C:8]([C:6]1[CH:7]=[C:2]([F:1])[CH:3]=[CH:4][C:5]=1[O:19][CH3:20])([CH3:18])[CH3:17], predict the reactants needed to synthesize it. The reactants are: [F:1][C:2]1[CH:3]=[CH:4][C:5]([O:19][CH3:20])=[C:6]([C:8]([CH3:18])([CH3:17])[CH2:9][C:10]2([C:13]([F:16])([F:15])[F:14])[CH2:12][O:11]2)[CH:7]=1.[CH3:21][C:22]1[N:27]=[C:26]2[N:28]([C:31]3[CH:36]=[CH:35][CH:34]=[CH:33][CH:32]=3)[N:29]=[CH:30][C:25]2=[C:24]([NH2:37])[N:23]=1. (5) Given the product [Cl:36][C:21]1[C:22]([NH:24][C:25]2[C:34]([F:35])=[CH:33][CH:32]=[CH:31][C:26]=2[C:27]([NH:29][CH3:30])=[O:28])=[N:23][C:18]([NH:16][C:13]2[CH:14]=[CH:15][C:8]3[CH2:7][CH2:6][N:5]([CH2:4][CH2:3][O:2][CH3:1])[CH2:11][CH2:10][C:9]=3[CH:12]=2)=[N:19][CH:20]=1, predict the reactants needed to synthesize it. The reactants are: [CH3:1][O:2][CH2:3][CH2:4][N:5]1[CH2:11][CH2:10][C:9]2[CH:12]=[C:13]([NH2:16])[CH:14]=[CH:15][C:8]=2[CH2:7][CH2:6]1.Cl[C:18]1[N:23]=[C:22]([NH:24][C:25]2[C:34]([F:35])=[CH:33][CH:32]=[CH:31][C:26]=2[C:27]([NH:29][CH3:30])=[O:28])[C:21]([Cl:36])=[CH:20][N:19]=1.